This data is from NCI-60 drug combinations with 297,098 pairs across 59 cell lines. The task is: Regression. Given two drug SMILES strings and cell line genomic features, predict the synergy score measuring deviation from expected non-interaction effect. (1) Drug 1: CN(CCCl)CCCl.Cl. Drug 2: C(CC(=O)O)C(=O)CN.Cl. Cell line: MOLT-4. Synergy scores: CSS=69.2, Synergy_ZIP=0.811, Synergy_Bliss=1.11, Synergy_Loewe=-17.1, Synergy_HSA=0.774. (2) Drug 1: CN(C)C1=NC(=NC(=N1)N(C)C)N(C)C. Drug 2: C1CC(C1)(C(=O)O)C(=O)O.[NH2-].[NH2-].[Pt+2]. Cell line: LOX IMVI. Synergy scores: CSS=29.5, Synergy_ZIP=-11.0, Synergy_Bliss=-7.73, Synergy_Loewe=-21.7, Synergy_HSA=-5.34.